Dataset: Peptide-MHC class I binding affinity with 185,985 pairs from IEDB/IMGT. Task: Regression. Given a peptide amino acid sequence and an MHC pseudo amino acid sequence, predict their binding affinity value. This is MHC class I binding data. (1) The peptide sequence is DPAKAYKDY. The MHC is HLA-A01:01 with pseudo-sequence HLA-A01:01. The binding affinity (normalized) is 0. (2) The peptide sequence is SLLSVLLSM. The MHC is HLA-A02:02 with pseudo-sequence HLA-A02:02. The binding affinity (normalized) is 0.763. (3) The peptide sequence is RISGVDRYY. The MHC is HLA-B08:01 with pseudo-sequence HLA-B08:01. The binding affinity (normalized) is 0.0212. (4) The peptide sequence is MLVGHMPFM. The MHC is HLA-A02:03 with pseudo-sequence HLA-A02:03. The binding affinity (normalized) is 0.671. (5) The peptide sequence is SMKGENVFI. The MHC is HLA-A68:02 with pseudo-sequence HLA-A68:02. The binding affinity (normalized) is 0.119. (6) The peptide sequence is IPRLLRTFL. The MHC is HLA-A03:01 with pseudo-sequence HLA-A03:01. The binding affinity (normalized) is 0.0847. (7) The peptide sequence is MLTACQGVG. The MHC is HLA-A02:01 with pseudo-sequence HLA-A02:01. The binding affinity (normalized) is 0.146. (8) The peptide sequence is ERLKIAGSL. The MHC is HLA-A03:01 with pseudo-sequence HLA-A03:01. The binding affinity (normalized) is 0. (9) The peptide sequence is MMMGMFNMLS. The MHC is HLA-A02:01 with pseudo-sequence HLA-A02:01. The binding affinity (normalized) is 0.814.